This data is from Catalyst prediction with 721,799 reactions and 888 catalyst types from USPTO. The task is: Predict which catalyst facilitates the given reaction. (1) Reactant: [Br:1][C:2]1[CH:6]=[C:5]([I:7])[S:4][C:3]=1[C:8]1[NH:12][CH:11]=[N:10][N:9]=1.C(N(CC)C(C)C)(C)C.CN(C)C=O.[CH3:27][Si:28]([CH3:35])([CH3:34])[CH2:29][CH2:30][O:31][CH2:32]Cl. Product: [Br:1][C:2]1[CH:6]=[C:5]([I:7])[S:4][C:3]=1[C:8]1[N:12]=[CH:11][N:10]([CH2:32][O:31][CH2:30][CH2:29][Si:28]([CH3:35])([CH3:34])[CH3:27])[N:9]=1. The catalyst class is: 161. (2) Reactant: I[C:2]1[C:10]2[C:5](=[CH:6][C:7]([CH3:11])=[CH:8][CH:9]=2)[N:4]([CH2:12][CH2:13][N:14]([CH3:16])[CH3:15])[N:3]=1.C([Mg]Cl)(C)C.[CH2:22]([Sn:26]([CH2:32][CH2:33][CH2:34][CH3:35])([CH2:28][CH2:29][CH2:30][CH3:31])Cl)[CH2:23][CH2:24][CH3:25]. The catalyst class is: 1. Product: [CH3:15][N:14]([CH3:16])[CH2:13][CH2:12][N:4]1[C:5]2[C:10](=[CH:9][CH:8]=[C:7]([CH3:11])[CH:6]=2)[C:2]([Sn:26]([CH2:28][CH2:29][CH2:30][CH3:31])([CH2:32][CH2:33][CH2:34][CH3:35])[CH2:22][CH2:23][CH2:24][CH3:25])=[N:3]1. (3) Reactant: CC1(C)C(C)(C)OB([C:9]2[CH:14]=[CH:13][CH:12]=[CH:11][C:10]=2[OH:15])O1.Br[C:18]1[CH:23]=[CH:22][CH:21]=[CH:20][N:19]=1.C([O-])([O-])=O.[K+].[K+].C(COC)OC. Product: [OH:15][C:10]1[CH:11]=[CH:12][CH:13]=[CH:14][C:9]=1[C:18]1[CH:23]=[CH:22][CH:21]=[CH:20][N:19]=1. The catalyst class is: 103. (4) Reactant: [Cr](O[Cr]([O-])(=O)=O)([O-])(=O)=O.[NH+]1C=CC=CC=1.[NH+]1C=CC=CC=1.[Cl:22][C:23]1[S:27][C:26]([S:28]([NH:31][C@H:32]([CH2:38][OH:39])[CH:33]([CH2:36][CH3:37])[CH2:34][CH3:35])(=[O:30])=[O:29])=[CH:25][CH:24]=1. Product: [Cl:22][C:23]1[S:27][C:26]([S:28]([NH:31][C@H:32]([CH:38]=[O:39])[CH:33]([CH2:34][CH3:35])[CH2:36][CH3:37])(=[O:30])=[O:29])=[CH:25][CH:24]=1. The catalyst class is: 2.